This data is from Peptide-MHC class II binding affinity with 134,281 pairs from IEDB. The task is: Regression. Given a peptide amino acid sequence and an MHC pseudo amino acid sequence, predict their binding affinity value. This is MHC class II binding data. (1) The peptide sequence is LIDTKCYKLEHPV. The MHC is DRB1_0401 with pseudo-sequence DRB1_0401. The binding affinity (normalized) is 0.345. (2) The peptide sequence is ANEAVQDPKFWELVD. The MHC is DRB1_1101 with pseudo-sequence DRB1_1101. The binding affinity (normalized) is 0. (3) The peptide sequence is RYIHCYRRPNDIKSF. The MHC is DRB1_0101 with pseudo-sequence DRB1_0101. The binding affinity (normalized) is 0.455.